From a dataset of Reaction yield outcomes from USPTO patents with 853,638 reactions. Predict the reaction yield, written as a fraction of the theoretical maximum amount of product (1.0 means a 100% yield; for example, 0.34 means a 34% yield). (1) The reactants are [CH3:1][O:2][C:3]1[CH:8]=[CH:7][CH:6]=[CH:5][C:4]=1B(O)O.P([O-])([O-])([O-])=O.[K+].[K+].[K+].Cl[C:21]1[CH:26]=[CH:25][CH:24]=[CH:23][C:22]=1[C:27](=[O:29])[CH3:28]. The catalyst is C([O-])(=O)C.[Pd+2].C([O-])(=O)C.C(P(C(C)(C)C)C1C=CC=CC=1C1C=CC=CC=1)(C)(C)C.C1(C)C=CC=CC=1. The product is [CH3:1][O:2][C:3]1[CH:8]=[CH:7][CH:6]=[CH:5][C:4]=1[C:21]1[CH:26]=[CH:25][CH:24]=[CH:23][C:22]=1[C:27](=[O:29])[CH3:28]. The yield is 0.890. (2) The reactants are Br[C:2]1[CH:3]=[C:4]([NH:10][C:11]2[CH:16]=[CH:15][N:14]=[C:13]([C:17]([OH:20])([CH3:19])[CH3:18])[N:12]=2)[C:5](=[O:9])[N:6]([CH3:8])[CH:7]=1.[C:21]([O:24][CH2:25][C:26]1[C:27]([N:41]2[CH2:52][CH2:51][N:50]3[C:43](=[CH:44][C:45]4[CH2:46][C:47]([CH3:54])([CH3:53])[CH2:48][C:49]=43)[C:42]2=[O:55])=[N:28][CH:29]=[CH:30][C:31]=1B1OC(C)(C)C(C)(C)O1)(=[O:23])[CH3:22].[O-]P([O-])([O-])=O.[K+].[K+].[K+].O. The catalyst is C1C=CC(P(C2C=CC=CC=2)[C-]2C=CC=C2)=CC=1.C1C=CC(P(C2C=CC=CC=2)[C-]2C=CC=C2)=CC=1.Cl[Pd]Cl.[Fe+2].O1CCCC1. The product is [C:21]([O:24][CH2:25][C:26]1[C:27]([N:41]2[CH2:52][CH2:51][N:50]3[C:43](=[CH:44][C:45]4[CH2:46][C:47]([CH3:54])([CH3:53])[CH2:48][C:49]=43)[C:42]2=[O:55])=[N:28][CH:29]=[CH:30][C:31]=1[C:2]1[CH:3]=[C:4]([NH:10][C:11]2[CH:16]=[CH:15][N:14]=[C:13]([C:17]([OH:20])([CH3:19])[CH3:18])[N:12]=2)[C:5](=[O:9])[N:6]([CH3:8])[CH:7]=1)(=[O:23])[CH3:22]. The yield is 0.540. (3) The reactants are Cl[C:2]1[N:7]=[C:6]([N:8]2[CH2:13][CH2:12][C:11]([CH3:20])([C:14]3[CH:19]=[CH:18][CH:17]=[CH:16][CH:15]=3)[O:10][C:9]2=[O:21])[CH:5]=[CH:4][N:3]=1.[F:22][C:23]1[CH:28]=[CH:27][C:26](B(O)O)=[CH:25][CH:24]=1.C([O-])([O-])=O.[K+].[K+]. The catalyst is O1CCOCC1. The product is [F:22][C:23]1[CH:28]=[CH:27][C:26]([C:2]2[N:7]=[C:6]([N:8]3[CH2:13][CH2:12][C:11]([CH3:20])([C:14]4[CH:19]=[CH:18][CH:17]=[CH:16][CH:15]=4)[O:10][C:9]3=[O:21])[CH:5]=[CH:4][N:3]=2)=[CH:25][CH:24]=1. The yield is 0.250.